Dataset: Catalyst prediction with 721,799 reactions and 888 catalyst types from USPTO. Task: Predict which catalyst facilitates the given reaction. (1) Reactant: [N+:1]([C:4]1[CH:9]=[CH:8][C:7]([CH2:10][C:11](=[S:13])[NH2:12])=[CH:6][CH:5]=1)([O-:3])=[O:2].Br[CH2:15][C:16](=O)[C:17]([O:19][CH2:20][CH3:21])=[O:18]. Product: [N+:1]([C:4]1[CH:5]=[CH:6][C:7]([CH2:10][C:11]2[S:13][CH:15]=[C:16]([C:17]([O:19][CH2:20][CH3:21])=[O:18])[N:12]=2)=[CH:8][CH:9]=1)([O-:3])=[O:2]. The catalyst class is: 8. (2) Reactant: [CH2:1]([C:3]1([C:36]([O:38][CH2:39][CH3:40])=[O:37])[CH2:8][CH2:7][N:6]([C:9]2[N:14]=[CH:13][C:12]([C:15]3[CH:16]=[C:17]([CH:34]=[O:35])[C:18]4[S:22][C:21]([N:23]5CN(C)C[N:25]([CH2:30][CH3:31])[C:24]5=[O:32])=[N:20][C:19]=4[CH:33]=3)=[CH:11][N:10]=2)[CH2:5][CH2:4]1)[CH3:2].OS(O)(=O)=O.[C:46]([O-:49])(O)=O.[Na+].[CH3:51]O. Product: [CH3:51][O:35][CH:34]([O:49][CH3:46])[C:17]1[C:18]2[S:22][C:21]([NH:23][C:24](=[O:32])[NH:25][CH2:30][CH3:31])=[N:20][C:19]=2[CH:33]=[C:15]([C:12]2[CH:11]=[N:10][C:9]([N:6]3[CH2:7][CH2:8][C:3]([CH2:1][CH3:2])([C:36]([O:38][CH2:39][CH3:40])=[O:37])[CH2:4][CH2:5]3)=[N:14][CH:13]=2)[CH:16]=1. The catalyst class is: 2. (3) Reactant: C(OC([N:8]1[CH2:13][CH2:12][N:11]([C:14](=[O:53])[C:15]2[CH:20]=[CH:19][C:18]([C:21]3[CH:22]=[N:23][C:24]([NH2:52])=[C:25]([O:27][CH:28]([C:30]4[C:35]([Cl:36])=[CH:34][CH:33]=[C:32]([O:37]CC5C(OC)=CC(OC)=CC=5OC)[C:31]=4[Cl:51])[CH3:29])[CH:26]=3)=[CH:17][CH:16]=2)[CH2:10][CH2:9]1)=O)(C)(C)C.C(O)(C(F)(F)F)=O.C([SiH](CC)CC)C. Product: [NH2:52][C:24]1[N:23]=[CH:22][C:21]([C:18]2[CH:17]=[CH:16][C:15]([C:14]([N:11]3[CH2:10][CH2:9][NH:8][CH2:13][CH2:12]3)=[O:53])=[CH:20][CH:19]=2)=[CH:26][C:25]=1[O:27][CH:28]([C:30]1[C:35]([Cl:36])=[CH:34][CH:33]=[C:32]([OH:37])[C:31]=1[Cl:51])[CH3:29]. The catalyst class is: 11. (4) Reactant: [CH3:1][N:2]([CH2:13][C:14]1[N:18]([CH2:19][C@H:20]2[CH2:25][CH2:24][CH2:23][N:22](C(OC(C)(C)C)=O)[CH2:21]2)[C:17]2[CH:33]=[CH:34][CH:35]=[CH:36][C:16]=2[N:15]=1)[C@@H:3]1[C:12]2[N:11]=[CH:10][CH:9]=[CH:8][C:7]=2[CH2:6][CH2:5][CH2:4]1. Product: [CH3:1][N:2]([CH2:13][C:14]1[N:18]([CH2:19][C@H:20]2[CH2:25][CH2:24][CH2:23][NH:22][CH2:21]2)[C:17]2[CH:33]=[CH:34][CH:35]=[CH:36][C:16]=2[N:15]=1)[C@@H:3]1[C:12]2[N:11]=[CH:10][CH:9]=[CH:8][C:7]=2[CH2:6][CH2:5][CH2:4]1. The catalyst class is: 330. (5) Reactant: [NH2:1][CH2:2][C:3]1[CH:8]=[CH:7][N:6]=[CH:5][CH:4]=1.ClC(Cl)(O[C:13](=[O:19])OC(Cl)(Cl)Cl)Cl.[N-:21]=[C:22]=O.CO.C[N:27]([CH:29]=[O:30])[CH3:28]. Product: [O:30]=[C:29]1[NH:1][C:2]2[CH:3]=[CH:4][CH:5]=[C:22]([NH:21][C:13]([NH:1][CH2:2][C:3]3[CH:8]=[CH:7][N:6]=[CH:5][CH:4]=3)=[O:19])[C:28]=2[NH:27]1. The catalyst class is: 25. (6) Reactant: [CH2:1]([N:4]([CH2:12][CH:13]=[CH2:14])[C:5]1[CH:10]=[CH:9][CH:8]=[C:7]([Br:11])[CH:6]=1)[CH:2]=[CH2:3].CN([CH:18]=[O:19])C.P(Cl)(Cl)(Cl)=O.[OH-].[Na+].[BH4-].[Na+]. Product: [CH2:12]([N:4]([CH2:1][CH:2]=[CH2:3])[C:5]1[CH:10]=[CH:9][C:8]([CH2:18][OH:19])=[C:7]([Br:11])[CH:6]=1)[CH:13]=[CH2:14]. The catalyst class is: 234. (7) Reactant: [CH3:1][O:2][CH:3]([O:9][CH3:10])/[CH:4]=[CH:5]/[N+:6]([O-:8])=[O:7].[CH2:11]([SH:18])[C:12]1[CH:17]=[CH:16][CH:15]=[CH:14][CH:13]=1.N1CCCCC1.O. Product: [CH3:1][O:2][CH:3]([O:9][CH3:10])[CH:4]([S:18][CH2:11][C:12]1[CH:17]=[CH:16][CH:15]=[CH:14][CH:13]=1)[CH2:5][N+:6]([O-:8])=[O:7]. The catalyst class is: 11. (8) Reactant: FC(F)(F)C(O)=O.[P:8]([O:20][C:21]1[CH:26]=[CH:25][C:24]([NH:27][C:28]2[S:29][CH:30]=[C:31]([C:33]3[CH:38]=[CH:37][N:36]=[CH:35][CH:34]=3)[N:32]=2)=[CH:23][CH:22]=1)([O:15]C(C)(C)C)([O:10]C(C)(C)C)=[O:9]. Product: [P:8]([OH:15])([OH:10])([O:20][C:21]1[CH:26]=[CH:25][C:24]([NH:27][C:28]2[S:29][CH:30]=[C:31]([C:33]3[CH:38]=[CH:37][N:36]=[CH:35][CH:34]=3)[N:32]=2)=[CH:23][CH:22]=1)=[O:9]. The catalyst class is: 2. (9) Reactant: [CH3:1][O:2][C:3](=[O:11])[C:4]1[CH:9]=[C:8]([OH:10])[CH:7]=[N:6][CH:5]=1.[H-].[Na+].F[C:15]1[C:20]([F:21])=[C:19]([N+:22]([O-:24])=[O:23])[CH:18]=[CH:17][CH:16]=1. Product: [CH3:1][O:2][C:3](=[O:11])[C:4]1[CH:9]=[C:8]([O:10][C:16]2[CH:17]=[CH:18][C:19]([N+:22]([O-:24])=[O:23])=[C:20]([F:21])[CH:15]=2)[CH:7]=[N:6][CH:5]=1. The catalyst class is: 3.